This data is from Full USPTO retrosynthesis dataset with 1.9M reactions from patents (1976-2016). The task is: Predict the reactants needed to synthesize the given product. (1) Given the product [NH:21]1[C:19]2[C:18](=[CH:17][CH:16]=[CH:15][CH:20]=2)[C:26]([CH2:34][CH2:35][NH:30][C:8]([CH:7]([CH2:11][CH:12]([CH3:14])[CH3:13])[CH2:6][C:4]([O:3][CH2:1][CH3:2])=[O:5])=[O:10])=[CH:25]1, predict the reactants needed to synthesize it. The reactants are: [CH2:1]([O:3][C:4]([CH2:6][CH:7]([CH2:11][CH:12]([CH3:14])[CH3:13])[C:8]([OH:10])=O)=[O:5])[CH3:2].[CH:15]1[CH:16]=[CH:17][C:18]2N(O)N=[N:21][C:19]=2[CH:20]=1.[CH2:25](Cl)[CH2:26]Cl.C[N:30]1[CH2:35][CH2:34]OCC1. (2) Given the product [CH2:6]([N:13]([CH2:14][CH3:15])[C:3](=[O:4])[CH2:2][N:29]([S:26]([C:23]1[CH:24]=[CH:25][C:20]([C:16]([CH3:19])([CH3:18])[CH3:17])=[CH:21][CH:22]=1)(=[O:28])=[O:27])[C:30]1[CH:31]=[N:32][C:33]([O:36][CH3:37])=[CH:34][CH:35]=1)[C:7]1[CH:12]=[CH:11][CH:10]=[CH:9][CH:8]=1, predict the reactants needed to synthesize it. The reactants are: Br[CH2:2][C:3](Br)=[O:4].[CH2:6]([NH:13][CH2:14][CH3:15])[C:7]1[CH:12]=[CH:11][CH:10]=[CH:9][CH:8]=1.[C:16]([C:20]1[CH:25]=[CH:24][C:23]([S:26]([NH:29][C:30]2[CH:31]=[N:32][C:33]([O:36][CH3:37])=[CH:34][CH:35]=2)(=[O:28])=[O:27])=[CH:22][CH:21]=1)([CH3:19])([CH3:18])[CH3:17]. (3) The reactants are: [NH2:1][C:2]1[CH:7]=[CH:6][CH:5]=[CH:4][C:3]=1[NH:8][C@@H:9]([CH3:22])[C@H:10]([NH:14][C:15]([O:17][C:18]([CH3:21])([CH3:20])[CH3:19])=[O:16])[C:11](O)=[O:12].Cl.C(N=C=NCCCN(C)C)C. Given the product [C:18]([O:17][C:15](=[O:16])[NH:14][C@H:10]1[C@H:9]([CH3:22])[NH:8][C:3]2[CH:4]=[CH:5][CH:6]=[CH:7][C:2]=2[NH:1][C:11]1=[O:12])([CH3:21])([CH3:20])[CH3:19], predict the reactants needed to synthesize it. (4) Given the product [CH3:22][N:23]([CH2:30][C:31]1[CH:32]=[N:33][C:34]([C:37]2[CH:42]=[CH:41][C:40]([S:43]([CH3:46])(=[O:45])=[O:44])=[CH:39][CH:38]=2)=[CH:35][CH:36]=1)[CH:24]1[CH2:25][CH2:18][N:17]([C:10]([O:9][C@H:7]([C:1]2[CH:6]=[CH:5][CH:4]=[CH:3][CH:2]=2)[CH3:8])=[O:11])[CH2:21][CH2:20]1, predict the reactants needed to synthesize it. The reactants are: [C:1]1([C@@H:7]([OH:9])[CH3:8])[CH:6]=[CH:5][CH:4]=[CH:3][CH:2]=1.[C:10]([N:17]1[CH:21]=[CH:20]N=[CH:18]1)(N1C=CN=C1)=[O:11].[CH3:22][N:23]([CH2:30][C:31]1[CH:32]=[N:33][C:34]([C:37]2[CH:42]=[CH:41][C:40]([S:43]([CH3:46])(=[O:45])=[O:44])=[CH:39][CH:38]=2)=[CH:35][CH:36]=1)[CH:24]1CCNC[CH2:25]1. (5) Given the product [Cl:37][C:34]1[CH:35]=[CH:36][C:31]([C:29]2[S:28][C:25]3[C:26](=[O:27])[N:21]([CH2:20][CH2:19][C:16]4[CH:17]=[CH:18][C:13]([NH:5][N:4]([CH3:38])[C:1](=[O:3])[CH3:2])=[CH:14][CH:15]=4)[CH:22]=[N:23][C:24]=3[CH:30]=2)=[CH:32][CH:33]=1, predict the reactants needed to synthesize it. The reactants are: [C:1]([N:4]([CH3:38])[N:5]([C:13]1[CH:18]=[CH:17][C:16]([CH2:19][CH2:20][N:21]2[C:26](=[O:27])[C:25]3[S:28][C:29]([C:31]4[CH:36]=[CH:35][C:34]([Cl:37])=[CH:33][CH:32]=4)=[CH:30][C:24]=3[N:23]=[CH:22]2)=[CH:15][CH:14]=1)C(OC(C)(C)C)=O)(=[O:3])[CH3:2].FC(F)(F)C(O)=O. (6) The reactants are: C([O:3][C:4](=[O:17])[C:5]([CH3:16])([S:7]([C:10]1[CH:11]=[N:12][CH:13]=[CH:14][CH:15]=1)(=[O:9])=[O:8])[CH3:6])C.O.[OH-].[Li+]. Given the product [CH3:16][C:5]([S:7]([C:10]1[CH:11]=[N:12][CH:13]=[CH:14][CH:15]=1)(=[O:9])=[O:8])([CH3:6])[C:4]([OH:17])=[O:3], predict the reactants needed to synthesize it. (7) Given the product [F:22][CH:2]([F:1])[C:11]1[CH:20]=[C:19]2[C:14]([C:15]([CH3:21])=[CH:16][CH:17]=[N:18]2)=[CH:13][CH:12]=1, predict the reactants needed to synthesize it. The reactants are: [F:1][C:2]([F:22])([C:11]1[CH:20]=[C:19]2[C:14]([C:15]([CH3:21])=[CH:16][CH:17]=[N:18]2)=[CH:13][CH:12]=1)C(C1C=CC=CC=1)=O.[OH-].[K+]. (8) Given the product [F:1][C:2]1[CH:3]=[CH:4][C:5]([C:8]2[O:9][C:10]3[CH:20]=[C:19]([N:21]([CH3:26])[S:22]([CH3:25])(=[O:24])=[O:23])[C:18]([C:27]4[CH:28]=[CH:29][C:30]5[O:44][CH2:45][N:35]([CH2:36][C:37]6[CH:42]=[CH:41][C:40]([F:43])=[CH:39][N:38]=6)[C:33](=[O:34])[C:31]=5[N:32]=4)=[CH:17][C:11]=3[C:12]=2[C:13]([NH:14][CH3:15])=[O:16])=[CH:6][CH:7]=1, predict the reactants needed to synthesize it. The reactants are: [F:1][C:2]1[CH:7]=[CH:6][C:5]([C:8]2[O:9][C:10]3[CH:20]=[C:19]([N:21]([CH3:26])[S:22]([CH3:25])(=[O:24])=[O:23])[C:18]([C:27]4[N:32]=[C:31]([C:33]([NH:35][CH2:36][C:37]5[CH:42]=[CH:41][C:40]([F:43])=[CH:39][N:38]=5)=[O:34])[C:30]([OH:44])=[CH:29][CH:28]=4)=[CH:17][C:11]=3[C:12]=2[C:13](=[O:16])[NH:14][CH3:15])=[CH:4][CH:3]=1.[C:45]([O-])([O-])=O.[Cs+].[Cs+].ClCI. (9) The reactants are: CS(O[CH:6]([C:9]1[CH:14]=[CH:13][C:12]([C:15]2[CH:20]=[CH:19][CH:18]=[CH:17][C:16]=2[C:21]#[N:22])=[CH:11][N:10]=1)[CH2:7][CH3:8])(=O)=O.C(N(CC)CC)C.[NH:30]1[CH:34]=[CH:33][N:32]=[CH:31]1. Given the product [N:30]1([CH:6]([C:9]2[N:10]=[CH:11][C:12]([C:15]3[CH:20]=[CH:19][CH:18]=[CH:17][C:16]=3[C:21]#[N:22])=[CH:13][CH:14]=2)[CH2:7][CH3:8])[CH:34]=[CH:33][N:32]=[CH:31]1, predict the reactants needed to synthesize it. (10) The reactants are: [CH3:1][S:2][C:3]1[CH:8]=[CH:7][C:6](B(O)O)=[CH:5][CH:4]=1.Br[C:13]1[S:21][C:20]2[C:19]([NH:22][C:23]3[CH:24]=[C:25]4[C:29](=[CH:30][CH:31]=3)[NH:28][CH:27]=[CH:26]4)=[N:18][CH:17]=[N:16][C:15]=2[CH:14]=1. Given the product [NH:28]1[C:29]2[C:25](=[CH:24][C:23]([NH:22][C:19]3[C:20]4[S:21][C:13]([C:6]5[CH:7]=[CH:8][C:3]([S:2][CH3:1])=[CH:4][CH:5]=5)=[CH:14][C:15]=4[N:16]=[CH:17][N:18]=3)=[CH:31][CH:30]=2)[CH:26]=[CH:27]1, predict the reactants needed to synthesize it.